Dataset: Catalyst prediction with 721,799 reactions and 888 catalyst types from USPTO. Task: Predict which catalyst facilitates the given reaction. (1) Reactant: [N:1]1[NH:2][N:3]=[CH:4][CH:5]=1.C(=O)([O-])[O-].[K+].[K+].[Br:12][C:13]1[CH:18]=[CH:17][C:16]([Cl:19])=[CH:15][C:14]=1[CH2:20]Br.O. Product: [Br:12][C:13]1[CH:18]=[CH:17][C:16]([Cl:19])=[CH:15][C:14]=1[CH2:20][N:2]1[N:3]=[CH:4][CH:5]=[N:1]1. The catalyst class is: 3. (2) Reactant: F[C:2]1[CH:9]=[C:8]([CH2:10][N:11]2[CH:15]=[CH:14][N:13]=[CH:12]2)[CH:7]=[CH:6][C:3]=1[C:4]#[N:5].[CH2:16]([C:18]1([C:26]2[CH:31]=[CH:30][CH:29]=[C:28]([OH:32])[CH:27]=2)[CH2:24][CH2:23][CH2:22][CH2:21][NH:20][C:19]1=[O:25])[CH3:17].[F-].[K+].C1OCCOCCOCCOCCOCCOC1. Product: [CH2:16]([C:18]1([C:26]2[CH:27]=[C:28]([CH:29]=[CH:30][CH:31]=2)[O:32][C:2]2[CH:9]=[C:8]([CH2:10][N:11]3[CH:15]=[CH:14][N:13]=[CH:12]3)[CH:7]=[CH:6][C:3]=2[C:4]#[N:5])[CH2:24][CH2:23][CH2:22][CH2:21][NH:20][C:19]1=[O:25])[CH3:17]. The catalyst class is: 23. (3) The catalyst class is: 6. Product: [CH3:1][C:2]1[CH:11]=[C:10]([CH2:25][OH:26])[C:9]2[C:4](=[CH:5][CH:6]=[C:7]([CH3:12])[CH:8]=2)[N:3]=1. Reactant: [CH3:1][C:2]1[CH:11]=[CH:10][C:9]2[C:4](=[CH:5][CH:6]=[C:7]([CH3:12])[CH:8]=2)[N:3]=1.[NH4+].[NH4+].[O-]S(OOS([O-])(=O)=O)(=O)=O.[CH3:25][OH:26].S(=O)(=O)(O)O. (4) Reactant: [F:1][C:2]1[CH:23]=[CH:22][CH:21]=[C:20]([F:24])[C:3]=1[CH2:4][O:5][C:6]1[C:7]2[N:8]([C:13]([C:17]([OH:19])=O)=[C:14]([CH3:16])[N:15]=2)[CH:9]=[C:10]([CH3:12])[CH:11]=1.C(N(CC)C(C)C)(C)C.[NH2:34][CH2:35][C@@H:36]1[CH2:40][CH2:39][CH2:38][N:37]1[C:41]([O:43][C:44]([CH3:47])([CH3:46])[CH3:45])=[O:42].O.[C:49]([OH:55])([C:51]([F:54])([F:53])[F:52])=[O:50]. Product: [F:52][C:51]([F:54])([F:53])[C:49]([OH:55])=[O:50].[F:1][C:2]1[CH:23]=[CH:22][CH:21]=[C:20]([F:24])[C:3]=1[CH2:4][O:5][C:6]1[C:7]2[N:8]([C:13]([C:17]([NH:34][CH2:35][C@@H:36]3[CH2:40][CH2:39][CH2:38][N:37]3[C:41]([O:43][C:44]([CH3:47])([CH3:46])[CH3:45])=[O:42])=[O:19])=[C:14]([CH3:16])[N:15]=2)[CH:9]=[C:10]([CH3:12])[CH:11]=1. The catalyst class is: 3.